Dataset: Full USPTO retrosynthesis dataset with 1.9M reactions from patents (1976-2016). Task: Predict the reactants needed to synthesize the given product. (1) Given the product [CH2:27]([O:26][C:20]1[CH:19]=[C:18]([C@H:12]([N:8]2[C:9](=[O:11])[C:10]3[C:6](=[CH:5][CH:4]=[CH:3][C:2]=3[NH:1][C:34]([C:30]3[O:29][CH:33]=[CH:32][CH:31]=3)=[O:35])[C:7]2=[O:38])[CH2:13][S:14]([CH3:17])(=[O:15])=[O:16])[CH:23]=[CH:22][C:21]=1[O:24][CH3:25])[CH3:28], predict the reactants needed to synthesize it. The reactants are: [NH2:1][C:2]1[CH:3]=[CH:4][CH:5]=[C:6]2[C:10]=1[C:9](=[O:11])[N:8]([C@@H:12]([C:18]1[CH:23]=[CH:22][C:21]([O:24][CH3:25])=[C:20]([O:26][CH2:27][CH3:28])[CH:19]=1)[CH2:13][S:14]([CH3:17])(=[O:16])=[O:15])[CH2:7]2.[O:29]1[CH:33]=[CH:32][CH:31]=[C:30]1[C:34](Cl)=[O:35].C[OH:38]. (2) Given the product [C:20]([N:9]1[CH2:10][CH2:11][CH2:12][C@@H:8]1[CH2:7][O:6][C:5]1[CH:13]=[CH:14][CH:15]=[C:16]([N+:17]([O-:19])=[O:18])[C:4]=1[C:2]#[N:3])(=[O:24])[CH:21]([CH3:23])[CH3:22], predict the reactants needed to synthesize it. The reactants are: [Cl-].[C:2]([C:4]1[C:16]([N+:17]([O-:19])=[O:18])=[CH:15][CH:14]=[CH:13][C:5]=1[O:6][CH2:7][C@H:8]1[CH2:12][CH2:11][CH2:10][NH2+:9]1)#[N:3].[C:20](Cl)(=[O:24])[CH:21]([CH3:23])[CH3:22]. (3) Given the product [CH3:27][O:26][C:5]1[C:4]2[N:3]=[C:2]([NH:36][C:35]3[CH:34]=[CH:33][C:32]([CH2:31][N:29]([CH3:30])[CH3:28])=[CH:38][CH:37]=3)[C:11]3=[N:12][NH:13][CH:14]=[C:10]3[C:9]=2[CH:8]=[C:7]([O:24][CH3:25])[CH:6]=1, predict the reactants needed to synthesize it. The reactants are: Cl[C:2]1[C:11]2=[N:12][N:13](CC3C=CC(OC)=CC=3)[CH:14]=[C:10]2[C:9]2[CH:8]=[C:7]([O:24][CH3:25])[CH:6]=[C:5]([O:26][CH3:27])[C:4]=2[N:3]=1.[CH3:28][N:29]([CH2:31][C:32]1[CH:38]=[CH:37][C:35]([NH2:36])=[CH:34][CH:33]=1)[CH3:30].Cl. (4) Given the product [NH2:46][CH2:45][CH2:44][O:43][CH2:42][CH2:41][O:40][CH2:39][CH2:38][O:37][CH2:36][CH2:35][N:33]1[CH:34]=[C:30]([CH2:29][CH2:28][C:27]([NH:26][CH2:25][CH2:24][O:23][CH2:22][CH2:21][O:20][CH2:19][CH2:18][O:17][CH2:16][C:15](=[O:55])[NH:14][CH2:13][CH2:12][O:11][CH2:10][CH2:9][O:8][CH2:7][CH2:6][CH2:5][CH2:4][CH2:3][CH2:2][Cl:1])=[O:54])[N:31]=[N:32]1, predict the reactants needed to synthesize it. The reactants are: [Cl:1][CH2:2][CH2:3][CH2:4][CH2:5][CH2:6][CH2:7][O:8][CH2:9][CH2:10][O:11][CH2:12][CH2:13][NH:14][C:15](=[O:55])[CH2:16][O:17][CH2:18][CH2:19][O:20][CH2:21][CH2:22][O:23][CH2:24][CH2:25][NH:26][C:27](=[O:54])[CH2:28][CH2:29][C:30]1[N:31]=[N:32][N:33]([CH2:35][CH2:36][O:37][CH2:38][CH2:39][O:40][CH2:41][CH2:42][O:43][CH2:44][CH2:45][NH:46]C(=O)OC(C)(C)C)[CH:34]=1.C(O)(C(F)(F)F)=O.C([O-])([O-])=O.[K+].[K+].